This data is from Full USPTO retrosynthesis dataset with 1.9M reactions from patents (1976-2016). The task is: Predict the reactants needed to synthesize the given product. Given the product [Cl:1][C:2]1[C:7]([C:8]([OH:10])=[O:9])=[C:6]([CH3:12])[C:5]([F:13])=[CH:4][CH:3]=1, predict the reactants needed to synthesize it. The reactants are: [Cl:1][C:2]1[C:7]([C:8]([O:10]C)=[O:9])=[C:6]([CH3:12])[C:5]([F:13])=[CH:4][CH:3]=1.[OH-].[Na+].Cl.